Dataset: Catalyst prediction with 721,799 reactions and 888 catalyst types from USPTO. Task: Predict which catalyst facilitates the given reaction. (1) Reactant: C([O:4][C@H:5]1[C@H:10]([O:11]C(=O)C)[C@@H:9]([O:15]C(=O)C)[C@H:8]([C:19]2[CH:28]=[C:27]([CH2:29][C:30]3[CH:35]=[CH:34][C:33]([CH:36]4[CH2:38][CH2:37]4)=[CH:32][CH:31]=3)[C:26]([Cl:39])=[C:25]3[C:20]=2[CH2:21][CH2:22][CH2:23][O:24]3)[O:7][C@@H:6]1[CH2:40][O:41]C(=O)C)(=O)C.C[O-].[Na+].CC(O)=O. Product: [Cl:39][C:26]1[C:27]([CH2:29][C:30]2[CH:31]=[CH:32][C:33]([CH:36]3[CH2:38][CH2:37]3)=[CH:34][CH:35]=2)=[CH:28][C:19]([C@H:8]2[C@H:9]([OH:15])[C@@H:10]([OH:11])[C@H:5]([OH:4])[C@@H:6]([CH2:40][OH:41])[O:7]2)=[C:20]2[C:25]=1[O:24][CH2:23][CH2:22][CH2:21]2. The catalyst class is: 5. (2) Product: [F:1][C:2]1[C:7]([C:8]([F:9])([F:10])[F:11])=[CH:6][CH:5]=[CH:4][C:3]=1[N:12]1[CH2:13][CH2:14][N:15]([CH2:25][CH2:26][O:27][CH3:28])[CH2:16][CH2:17]1. The catalyst class is: 10. Reactant: [F:1][C:2]1[C:7]([C:8]([F:11])([F:10])[F:9])=[CH:6][CH:5]=[CH:4][C:3]=1[N:12]1[CH2:17][CH2:16][NH:15][CH2:14][CH2:13]1.C(=O)([O-])[O-].[K+].[K+].Br[CH2:25][CH2:26][O:27][CH3:28].Cl. (3) Reactant: [CH2:1]([NH:8][C:9]1[N:17]=[CH:16][N:15]=[C:14]2[C:10]=1[N:11]=[C:12](Br)[N:13]2[C@@H:18]1[O:24][C@H:23]([CH2:25][OH:26])[C@@H:21]([OH:22])[C@H:19]1[OH:20])[C:2]1[CH:7]=[CH:6][CH:5]=[CH:4][CH:3]=1.[CH3:28][NH:29][CH3:30]. Product: [CH2:1]([NH:8][C:9]1[N:17]=[CH:16][N:15]=[C:14]2[C:10]=1[N:11]=[C:12]([N:29]([CH3:30])[CH3:28])[N:13]2[C@@H:18]1[O:24][C@H:23]([CH2:25][OH:26])[C@@H:21]([OH:22])[C@H:19]1[OH:20])[C:2]1[CH:7]=[CH:6][CH:5]=[CH:4][CH:3]=1. The catalyst class is: 6. (4) Reactant: Cl.[C:2]([O:6][C:7](=[O:14])[C@H:8]([C:10]([CH3:13])([CH3:12])[CH3:11])[NH2:9])([CH3:5])([CH3:4])[CH3:3].C(N(CC)CC)C.[O:22]([CH2:29][C:30](Cl)=[O:31])[C:23]1[CH:28]=[CH:27][CH:26]=[CH:25][CH:24]=1. Product: [CH3:11][C:10]([CH3:13])([CH3:12])[C@H:8]([NH:9][C:30](=[O:31])[CH2:29][O:22][C:23]1[CH:28]=[CH:27][CH:26]=[CH:25][CH:24]=1)[C:7]([O:6][C:2]([CH3:5])([CH3:4])[CH3:3])=[O:14]. The catalyst class is: 1. (5) Reactant: C[O:2][C:3](=O)[C:4]1[CH:9]=[CH:8][CH:7]=[C:6]([NH:10][C:11]2[S:15][C:14]([CH3:16])=[N:13][C:12]=2[C:17](=[O:26])[NH:18][C:19]2[CH:24]=[CH:23][CH:22]=[C:21]([Cl:25])[CH:20]=2)[CH:5]=1.[H-].[Al+3].[Li+].[H-].[H-].[H-]. Product: [Cl:25][C:21]1[CH:20]=[C:19]([NH:18][C:17]([C:12]2[N:13]=[C:14]([CH3:16])[S:15][C:11]=2[NH:10][C:6]2[CH:7]=[CH:8][CH:9]=[C:4]([CH2:3][OH:2])[CH:5]=2)=[O:26])[CH:24]=[CH:23][CH:22]=1. The catalyst class is: 1. (6) Reactant: [CH3:1][C:2]1[N:7]=[C:6]([C:8]([O:10]C)=[O:9])[CH:5]=[C:4]([C:12]2[CH2:16][CH:15]([C:17]3[CH:22]=[CH:21][CH:20]=[CH:19][CH:18]=3)[O:14][N:13]=2)[N:3]=1.[OH-].[Li+]. Product: [CH3:1][C:2]1[N:7]=[C:6]([C:8]([OH:10])=[O:9])[CH:5]=[C:4]([C:12]2[CH2:16][CH:15]([C:17]3[CH:22]=[CH:21][CH:20]=[CH:19][CH:18]=3)[O:14][N:13]=2)[N:3]=1. The catalyst class is: 24.